The task is: Predict which catalyst facilitates the given reaction.. This data is from Catalyst prediction with 721,799 reactions and 888 catalyst types from USPTO. (1) Reactant: [Cl:1][C:2]1[CH:10]=[C:9]2[C:5]([CH2:6][C:7](=[O:11])[NH:8]2)=[N:4][CH:3]=1.[Br:12][C:13]1[C:14]([F:21])=[C:15]([CH:18]=[CH:19][CH:20]=1)[CH:16]=O.N1CCCCC1. Product: [Br:12][C:13]1[C:14]([F:21])=[C:15]([CH:18]=[CH:19][CH:20]=1)/[CH:16]=[C:6]1\[C:7](=[O:11])[NH:8][C:9]2[C:5]\1=[N:4][CH:3]=[C:2]([Cl:1])[CH:10]=2. The catalyst class is: 5. (2) Reactant: [F:1][C:2]1[CH:7]=[C:6]([F:8])[CH:5]=[CH:4][C:3]=1[C:9](=O)[C:10]#[C:11][CH3:12].N1C=CC=CC=1.Cl.[CH3:21][O:22][NH2:23].S([O-])([O-])(=O)=O.[Na+].[Na+]. Product: [CH3:21][O:22]/[N:23]=[C:9](/[C:3]1[CH:4]=[CH:5][C:6]([F:8])=[CH:7][C:2]=1[F:1])\[C:10]#[C:11][CH3:12]. The catalyst class is: 24. (3) Reactant: Br[CH2:2][C:3]1[C:4]([C:20]2[CH:25]=[CH:24][C:23]([S:26](=[O:33])(=[O:32])[N:27]=[CH:28][N:29]([CH3:31])[CH3:30])=[CH:22][CH:21]=2)=[C:5]([C:15]([O:17][CH2:18][CH3:19])=[O:16])[S:6][C:7]=1[C:8]1[CH:13]=[CH:12][C:11]([Cl:14])=[CH:10][CH:9]=1.[CH3:34][NH:35][CH3:36]. Product: [Cl:14][C:11]1[CH:10]=[CH:9][C:8]([C:7]2[S:6][C:5]([C:15]([O:17][CH2:18][CH3:19])=[O:16])=[C:4]([C:20]3[CH:21]=[CH:22][C:23]([S:26](=[O:33])(=[O:32])[N:27]=[CH:28][N:29]([CH3:31])[CH3:30])=[CH:24][CH:25]=3)[C:3]=2[CH2:2][N:35]([CH3:36])[CH3:34])=[CH:13][CH:12]=1. The catalyst class is: 48. (4) Reactant: [Cl:1][C:2]1[CH:7]=[CH:6][C:5]([NH:8][C:9]2[N:14]=[C:13]([NH:15][C:16]3[CH:20]=[C:19]([CH3:21])[N:18](C(OC(C)(C)C)=O)[N:17]=3)[CH:12]=[N:11][CH:10]=2)=[CH:4][CH:3]=1.ClC1N=C(NC2(C(OC(C)(C)C)=O)C=C(C)N=N2)C=NC=1.ClC1C=CC(N)=CC=1.C1(P(C2C=CC=CC=2)C2C3OC4C(=CC=CC=4P(C4C=CC=CC=4)C4C=CC=CC=4)C(C)(C)C=3C=CC=2)C=CC=CC=1.C(=O)([O-])[O-].[K+].[K+]. Product: [Cl:1][C:2]1[CH:3]=[CH:4][C:5]([NH:8][C:9]2[CH:10]=[N:11][CH:12]=[C:13]([NH:15][C:16]3[CH:20]=[C:19]([CH3:21])[NH:18][N:17]=3)[N:14]=2)=[CH:6][CH:7]=1. The catalyst class is: 160. (5) Reactant: Br[C:2]1[CH:3]=[C:4]([CH:7]=[CH:8][CH:9]=1)[C:5]#[N:6].[CH3:10][C@H:11]1[CH2:16][NH:15][CH2:14][C@@H:13]([CH3:17])[N:12]1[CH2:18][CH2:19][CH3:20].CC(C)([O-])C.[Na+]. Product: [CH3:17][C@H:13]1[N:12]([CH2:18][CH2:19][CH3:20])[C@@H:11]([CH3:10])[CH2:16][N:15]([C:2]2[CH:3]=[C:4]([CH:7]=[CH:8][CH:9]=2)[C:5]#[N:6])[CH2:14]1. The catalyst class is: 101. (6) Reactant: [F:1][C:2]1[CH:7]=[CH:6][CH:5]=[CH:4][C:3]=1[C:8]1[CH:9]=[C:10]2[C:15](=[CH:16][CH:17]=1)[N:14]=[CH:13][CH:12]=[C:11]2[S:18][C:19]1([C:23]([O:25]CC)=[O:24])[CH2:22][CH2:21][CH2:20]1.[OH-].[Na+].Cl.ClCCl. Product: [F:1][C:2]1[CH:7]=[CH:6][CH:5]=[CH:4][C:3]=1[C:8]1[CH:9]=[C:10]2[C:15](=[CH:16][CH:17]=1)[N:14]=[CH:13][CH:12]=[C:11]2[S:18][C:19]1([C:23]([OH:25])=[O:24])[CH2:20][CH2:21][CH2:22]1. The catalyst class is: 193. (7) Reactant: [I-:1].[Na+].CN[C@@H]1CCCC[C@H]1NC.Br[C:14]1[CH:15]=[C:16]([CH:27]=[CH:28][C:29]=1[Cl:30])[CH2:17][NH:18][C@@H:19]([C:21]1[CH:26]=[CH:25][CH:24]=[CH:23][CH:22]=1)[CH3:20]. Product: [Cl:30][C:29]1[CH:28]=[CH:27][C:16]([CH2:17][NH:18][C@@H:19]([C:21]2[CH:26]=[CH:25][CH:24]=[CH:23][CH:22]=2)[CH3:20])=[CH:15][C:14]=1[I:1]. The catalyst class is: 185. (8) Reactant: Cl[C:2]1[N:11]=[C:10](Cl)[N:9]=[C:8]2[C:3]=1[O:4][CH2:5][C@@H:6]1[CH2:15][CH2:14][CH2:13][N:7]12.[NH:16]1[CH2:21][CH2:20][O:19][CH2:18][CH2:17]1.C(N(CC)CC)C.CC1(C)C(C)(C)OB([C:37]2[CH:38]=[N:39][C:40]([NH2:43])=[N:41][CH:42]=2)O1.C(=O)([O-])[O-].[Na+].[Na+]. Product: [N:16]1([C:2]2[N:11]=[C:10]([C:37]3[CH:38]=[N:39][C:40]([NH2:43])=[N:41][CH:42]=3)[N:9]=[C:8]3[C:3]=2[O:4][CH2:5][C@@H:6]2[CH2:15][CH2:14][CH2:13][N:7]23)[CH2:21][CH2:20][O:19][CH2:18][CH2:17]1. The catalyst class is: 235. (9) Reactant: [Br:1][CH2:2][CH2:3][CH2:4][CH2:5][CH2:6][C:7]([CH3:19])([C:13]1[CH:18]=[CH:17][CH:16]=[CH:15][CH:14]=1)[C:8](OCC)=[O:9].[Li+].[BH4-].CO. Product: [Br:1][CH2:2][CH2:3][CH2:4][CH2:5][CH2:6][C:7]([CH3:19])([C:13]1[CH:14]=[CH:15][CH:16]=[CH:17][CH:18]=1)[CH2:8][OH:9]. The catalyst class is: 2.